This data is from Retrosynthesis with 50K atom-mapped reactions and 10 reaction types from USPTO. The task is: Predict the reactants needed to synthesize the given product. Given the product COc1ccc(COc2cc(OCCc3nc(-c4ccccc4)oc3C)ccc2C=O)cc1, predict the reactants needed to synthesize it. The reactants are: COc1ccc(CCl)cc1.Cc1oc(-c2ccccc2)nc1CCOc1ccc(C=O)c(O)c1.